Dataset: Reaction yield outcomes from USPTO patents with 853,638 reactions. Task: Predict the reaction yield, written as a fraction of the theoretical maximum amount of product (1.0 means a 100% yield; for example, 0.34 means a 34% yield). (1) The reactants are Br[C:2]1[CH:3]=[C:4]([CH:8]([C:19]2[CH:24]=[CH:23][CH:22]=[CH:21][CH:20]=2)[CH2:9]/[C:10](/[C:13]2[CH:18]=[CH:17][N:16]=[CH:15][CH:14]=2)=[N:11]\[OH:12])[CH:5]=[CH:6][CH:7]=1.[C:25](=[O:27])=[O:26]. The catalyst is C1COCC1. The product is [OH:12]/[N:11]=[C:10](/[C:13]1[CH:18]=[CH:17][N:16]=[CH:15][CH:14]=1)\[CH2:9][CH:8]([C:4]1[CH:3]=[C:2]([CH:7]=[CH:6][CH:5]=1)[C:25]([OH:27])=[O:26])[C:19]1[CH:20]=[CH:21][CH:22]=[CH:23][CH:24]=1. The yield is 0.290. (2) The reactants are [N+:1]([C:4]1[CH:16]=[CH:15][C:7]2[O:8][C:9]([CH3:14])([CH3:13])[O:10][C:11](=[O:12])[C:6]=2[CH:5]=1)([O-])=O. The catalyst is CCO.[Pd]. The product is [NH2:1][C:4]1[CH:16]=[CH:15][C:7]2[O:8][C:9]([CH3:13])([CH3:14])[O:10][C:11](=[O:12])[C:6]=2[CH:5]=1. The yield is 0.980. (3) The catalyst is C1COCC1. The reactants are [Cl:1][C:2]1[C:3]([C:12]2[N:17]=[CH:16][CH:15]=[CH:14][N:13]=2)=[C:4]([CH:9]=[CH:10][CH:11]=1)[C:5]([O:7]C)=[O:6].[OH-].[Na+:19].O. The product is [Cl:1][C:2]1[C:3]([C:12]2[N:13]=[CH:14][CH:15]=[CH:16][N:17]=2)=[C:4]([CH:9]=[CH:10][CH:11]=1)[C:5]([O-:7])=[O:6].[Na+:19]. The yield is 1.00. (4) The reactants are Cl[C:2]1[N:7]2[N:8]=[C:9](C)[CH:10]=[C:6]2[N:5]=[C:4]([NH:12][C:13](=[O:24])[C:14]2[CH:19]=[CH:18][C:17]([C:20]([OH:23])([CH3:22])[CH3:21])=[CH:16][CH:15]=2)[CH:3]=1.FC(F)(F)C(O)=O.[CH3:32][NH:33][C:34]([C@@H:36]1[CH2:41][CH2:40][CH2:39][NH:38][CH2:37]1)=[O:35].C(N(C(C)C)CC)(C)C. The catalyst is CN1C(=O)CCC1. The product is [OH:23][C:20]([C:17]1[CH:18]=[CH:19][C:14]([C:13]([NH:12][C:4]2[CH:3]=[C:2]([N:38]3[CH2:39][CH2:40][CH2:41][C@@H:36]([C:34]([NH:33][CH3:32])=[O:35])[CH2:37]3)[N:7]3[N:8]=[CH:9][CH:10]=[C:6]3[N:5]=2)=[O:24])=[CH:15][CH:16]=1)([CH3:21])[CH3:22]. The yield is 0.880. (5) The reactants are Br[C:2]1[C:10]2[O:9][CH2:8][C@@H:7]([N:11]([C:26](=[O:31])[C:27]([F:30])([F:29])[F:28])[C:12]3[CH:25]=[CH:24][C:15]4[C@H:16]([CH2:19][C:20]([O:22][CH3:23])=[O:21])[CH2:17][O:18][C:14]=4[CH:13]=3)[C:6]=2[CH:5]=[CH:4][CH:3]=1.[N:32]1[CH:37]=[CH:36][CH:35]=[CH:34][C:33]=1[NH2:38].C(=O)([O-])[O-].[Cs+].[Cs+].C1(P(C2C=CC=CC=2)C2C3OC4C(=CC=CC=4P(C4C=CC=CC=4)C4C=CC=CC=4)C(C)(C)C=3C=CC=2)C=CC=CC=1. The catalyst is C1(C)C=CC=CC=1.C1C=CC(/C=C/C(/C=C/C2C=CC=CC=2)=O)=CC=1.C1C=CC(/C=C/C(/C=C/C2C=CC=CC=2)=O)=CC=1.C1C=CC(/C=C/C(/C=C/C2C=CC=CC=2)=O)=CC=1.[Pd].[Pd].O. The product is [N:32]1[CH:37]=[CH:36][CH:35]=[CH:34][C:33]=1[NH:38][C:2]1[C:10]2[O:9][CH2:8][C@@H:7]([N:11]([C:26](=[O:31])[C:27]([F:30])([F:29])[F:28])[C:12]3[CH:25]=[CH:24][C:15]4[C@H:16]([CH2:19][C:20]([O:22][CH3:23])=[O:21])[CH2:17][O:18][C:14]=4[CH:13]=3)[C:6]=2[CH:5]=[CH:4][CH:3]=1.[N:32]1[CH:37]=[CH:36][CH:35]=[CH:34][C:33]=1[NH:38][C:2]1[C:10]2[O:9][CH2:8][C@@H:7]([NH:11][C:12]3[CH:25]=[CH:24][C:15]4[C@H:16]([CH2:19][C:20]([O:22][CH3:23])=[O:21])[CH2:17][O:18][C:14]=4[CH:13]=3)[C:6]=2[CH:5]=[CH:4][CH:3]=1. The yield is 0.270. (6) The reactants are [Br-].[Br-].[CH2:3]([N+:5]1[CH:9]=[CH:8][N:7]([CH2:10][CH2:11][O:12][CH2:13][CH2:14][C:15]2[NH:19][CH:18]=[CH:17][N+:16]=2[CH2:20][CH3:21])[CH:6]=1)[CH3:4].[Li+].[N-:23]([S:31]([C:34]([F:37])([F:36])[F:35])(=[O:33])=[O:32])[S:24]([C:27]([F:30])([F:29])[F:28])(=[O:26])=[O:25]. The catalyst is O. The product is [N-:23]([S:24]([C:27]([F:30])([F:28])[F:29])(=[O:26])=[O:25])[S:31]([C:34]([F:37])([F:36])[F:35])(=[O:33])=[O:32].[CH2:3]([N+:5]1[CH:9]=[CH:8][N:7]([CH2:10][CH2:11][O:12][CH2:13][CH2:14][C:15]2[NH:19][CH:18]=[CH:17][N+:16]=2[CH2:20][CH3:21])[CH:6]=1)[CH3:4].[N-:23]([S:24]([C:27]([F:30])([F:28])[F:29])(=[O:26])=[O:25])[S:31]([C:34]([F:37])([F:36])[F:35])(=[O:33])=[O:32]. The yield is 0.980.